This data is from Reaction yield outcomes from USPTO patents with 853,638 reactions. The task is: Predict the reaction yield, written as a fraction of the theoretical maximum amount of product (1.0 means a 100% yield; for example, 0.34 means a 34% yield). (1) The reactants are [CH3:1][C:2]1([CH3:28])[CH2:11][C:10]2[C:5](=[CH:6][CH:7]=[C:8]([C:12]([NH:14][S:15]([CH3:18])(=[O:17])=[O:16])=[O:13])[CH:9]=2)[NH:4][CH:3]1[C:19]1[CH:24]=[CH:23][CH:22]=[C:21]([N+:25]([O-])=O)[CH:20]=1. The catalyst is C(O)C.Cl.[Fe]. The product is [NH2:25][C:21]1[CH:20]=[C:19]([CH:3]2[C:2]([CH3:1])([CH3:28])[CH2:11][C:10]3[C:5](=[CH:6][CH:7]=[C:8]([C:12]([NH:14][S:15]([CH3:18])(=[O:17])=[O:16])=[O:13])[CH:9]=3)[NH:4]2)[CH:24]=[CH:23][CH:22]=1. The yield is 0.800. (2) The reactants are CN(C)CCN.[CH3:7][O:8][CH2:9][CH2:10][O:11][N:12]1C(=O)C2=CC=CC=C2C1=O.C(O)(=O)C.[C:27]([C:30]1[CH:35]=[C:34]([Cl:36])[CH:33]=[CH:32][C:31]=1[NH:37][S:38]([C:41]([F:44])([F:43])[F:42])(=[O:40])=[O:39])(=O)[CH3:28]. The catalyst is CCO. The product is [Cl:36][C:34]1[CH:33]=[CH:32][C:31]([NH:37][S:38]([C:41]([F:44])([F:43])[F:42])(=[O:40])=[O:39])=[C:30]([C:27](=[N:12][O:11][CH2:10][CH2:9][O:8][CH3:7])[CH3:28])[CH:35]=1. The yield is 0.800. (3) The yield is 0.710. The reactants are [NH2:1][C:2]1[CH:3]=[C:4]2[C:9](=[CH:10][CH:11]=1)[N:8]=[CH:7][C:6]([C:12]#[N:13])=[C:5]2[NH:14][C:15]1[CH:20]=[CH:19][C:18]([F:21])=[C:17]([Cl:22])[CH:16]=1.[C:23]([C:25]1[CH:32]=[CH:31][C:28]([CH:29]=O)=[CH:27][CH:26]=1)#[N:24].[BH3-]C#N.[Na+]. The product is [Cl:22][C:17]1[CH:16]=[C:15]([NH:14][C:5]2[C:4]3[C:9](=[CH:10][CH:11]=[C:2]([NH:1][CH2:29][C:28]4[CH:31]=[CH:32][C:25]([C:23]#[N:24])=[CH:26][CH:27]=4)[CH:3]=3)[N:8]=[CH:7][C:6]=2[C:12]#[N:13])[CH:20]=[CH:19][C:18]=1[F:21]. The catalyst is CCO. (4) The reactants are [CH3:1][N:2]1[CH2:7][CH2:6][N:5]([CH:8]([C:20]2[CH:25]=[CH:24][CH:23]=[CH:22][CH:21]=2)[C:9]([O:11][C@@H:12]2[CH:17]3[CH2:18][CH2:19][N:14]([CH2:15][CH2:16]3)[CH2:13]2)=[O:10])[CH2:4][C:3]1=[O:26].[Cl:27][CH2:28][C:29]([C:31]1[CH:36]=[CH:35][CH:34]=[CH:33][CH:32]=1)=[O:30]. The catalyst is C(OCC)(=O)C.C(#N)C. The product is [Cl-:27].[CH3:1][N:2]1[CH2:7][CH2:6][N:5]([CH:8]([C:20]2[CH:25]=[CH:24][CH:23]=[CH:22][CH:21]=2)[C:9]([O:11][C@@H:12]2[CH:17]3[CH2:16][CH2:15][N+:14]([CH2:28][C:29](=[O:30])[C:31]4[CH:36]=[CH:35][CH:34]=[CH:33][CH:32]=4)([CH2:19][CH2:18]3)[CH2:13]2)=[O:10])[CH2:4][C:3]1=[O:26]. The yield is 0.409. (5) The reactants are C([O:5][C:6](=[O:19])[CH2:7][C:8]1[CH:9]=[C:10]2[C:15](=[CH:16][C:17]=1[F:18])[N:14]=[CH:13][CH:12]=[CH:11]2)(C)(C)C.[OH-].[Na+]. No catalyst specified. The product is [F:18][C:17]1[CH:16]=[C:15]2[C:10]([CH:11]=[CH:12][CH:13]=[N:14]2)=[CH:9][C:8]=1[CH2:7][C:6]([OH:19])=[O:5]. The yield is 0.798. (6) The reactants are [C:1]([C:4]1[CH:5]=[CH:6][C:7]2[C:8]3[C:16]([C:17]4[CH:22]=[CH:21][CH:20]=[C:19]([N+:23]([O-:25])=[O:24])[C:18]=4[CH3:26])=[N:15][NH:14][C:13](=O)[C:9]=3[NH:10][C:11]=2[CH:12]=1)(=[O:3])[CH3:2].P(Cl)(Cl)([Cl:30])=O. No catalyst specified. The product is [Cl:30][C:13]1[C:9]2[NH:10][C:11]3[CH:12]=[C:4]([C:1](=[O:3])[CH3:2])[CH:5]=[CH:6][C:7]=3[C:8]=2[C:16]([C:17]2[CH:22]=[CH:21][CH:20]=[C:19]([N+:23]([O-:25])=[O:24])[C:18]=2[CH3:26])=[N:15][N:14]=1. The yield is 0.860. (7) The catalyst is O1CCOCC1. The yield is 0.700. The reactants are Br[C:2]1[S:3][C:4]2[CH:10]=[C:9]([CH2:11][C:12]#[N:13])[CH:8]=[CH:7][C:5]=2[N:6]=1.[C@H:14]([NH2:18])([CH2:16][CH3:17])[CH3:15].CCOC(C)=O.CCCCCC. The product is [C@H:14]([NH:18][C:2]1[S:3][C:4]2[CH:10]=[C:9]([CH2:11][C:12]#[N:13])[CH:8]=[CH:7][C:5]=2[N:6]=1)([CH2:16][CH3:17])[CH3:15].